From a dataset of Full USPTO retrosynthesis dataset with 1.9M reactions from patents (1976-2016). Predict the reactants needed to synthesize the given product. The reactants are: [F:1][C:2]1[CH:3]=[CH:4][C:5]2[N:6]([C:8]([C:11]3[N:16]=[C:15]([NH:17][C@@H:18]4[CH2:23][CH2:22][CH2:21][NH:20][CH2:19]4)[CH:14]=[CH:13][N:12]=3)=[CH:9][N:10]=2)[CH:7]=1.Br[C:25]1[N:29]=[CH:28][NH:27][N:26]=1. Given the product [NH:26]1[CH:25]=[N:29][C:28]([N:20]2[CH2:21][CH2:22][CH2:23][CH:18]([NH:17][C:15]3[CH:14]=[CH:13][N:12]=[C:11]([C:8]4[N:6]5[CH:7]=[C:2]([F:1])[CH:3]=[CH:4][C:5]5=[N:10][CH:9]=4)[N:16]=3)[CH2:19]2)=[N:27]1, predict the reactants needed to synthesize it.